From a dataset of Full USPTO retrosynthesis dataset with 1.9M reactions from patents (1976-2016). Predict the reactants needed to synthesize the given product. (1) Given the product [NH:17]1[C:18]2[C:13](=[CH:12][CH:11]=[CH:10][CH:9]=2)[CH:14]=[CH:15][C:16]1=[O:19], predict the reactants needed to synthesize it. The reactants are: C1(CO[C:9]2[CH:10]=[CH:11][C:12](C(=O)CCl)=[C:13]3[C:18]=2[NH:17][C:16](=[O:19])[CH:15]=[CH:14]3)C=CC=CC=1.CB1N2CCC[C@@H]2C(C2C=CC=CC=2)(C2C=CC=CC=2)O1. (2) The reactants are: Br[C:2]1[S:6][C:5]([O:7][C:8]2[CH:13]=[CH:12][C:11]([S:14]([N:17]([CH:19]([CH3:21])[CH3:20])[CH3:18])(=[O:16])=[O:15])=[CH:10][CH:9]=2)=[N:4][CH:3]=1.[CH3:22][CH:23]([NH:26][C:27](=[O:29])[CH3:28])[C:24]#[CH:25].C(N(CC)CC)C. Given the product [CH:19]([N:17]([CH3:18])[S:14]([C:11]1[CH:12]=[CH:13][C:8]([O:7][C:5]2[S:6][C:2]([C:25]#[C:24][CH:23]([NH:26][C:27](=[O:29])[CH3:28])[CH3:22])=[CH:3][N:4]=2)=[CH:9][CH:10]=1)(=[O:16])=[O:15])([CH3:21])[CH3:20], predict the reactants needed to synthesize it. (3) Given the product [C:30]([C@@H:29]([NH:33][S:2]([C:5]1[CH:14]=[CH:13][CH:12]=[CH:11][C:6]=1[C:7]([OH:9])=[O:8])(=[O:4])=[O:3])[CH2:28][S:27][CH2:26]/[CH:25]=[C:24](\[CH3:34])/[CH2:23][CH2:22]/[CH:21]=[C:20](\[CH3:35])/[CH2:19][CH2:18][CH:17]=[C:16]([CH3:15])[CH3:36])([OH:32])=[O:31], predict the reactants needed to synthesize it. The reactants are: Cl[S:2]([C:5]1[CH:14]=[CH:13][CH:12]=[CH:11][C:6]=1[C:7]([O:9]C)=[O:8])(=[O:4])=[O:3].[CH3:15][C:16]([CH3:36])=[CH:17][CH2:18][CH2:19]/[C:20](/[CH3:35])=[CH:21]/[CH2:22][CH2:23]/[C:24](/[CH3:34])=[CH:25]/[CH2:26][S:27][CH2:28][C@H:29]([NH2:33])[C:30]([OH:32])=[O:31].C(N(CC)C(C)C)(C)C.O[Li].O.